This data is from Forward reaction prediction with 1.9M reactions from USPTO patents (1976-2016). The task is: Predict the product of the given reaction. Given the reactants [N:1]1[CH:6]=[CH:5][CH:4]=[CH:3][C:2]=1[C@@:7]1([CH2:17][CH2:18][NH2:19])[CH2:16][C:11]2([CH2:15][CH2:14][CH2:13][CH2:12]2)[O:10][CH2:9][CH2:8]1.S([O-])([O-])(=O)=O.[Na+].[Na+].[CH3:27][O:28][C:29]1[CH:33]=[CH:32][S:31][C:30]=1[CH:34]=O.[BH4-].[Na+].[ClH:38], predict the reaction product. The product is: [ClH:38].[CH3:27][O:28][C:29]1[CH:33]=[CH:32][S:31][C:30]=1[CH2:34][NH:19][CH2:18][CH2:17][C@:7]1([C:2]2[CH:3]=[CH:4][CH:5]=[CH:6][N:1]=2)[CH2:16][C:11]2([CH2:15][CH2:14][CH2:13][CH2:12]2)[O:10][CH2:9][CH2:8]1.